Dataset: Forward reaction prediction with 1.9M reactions from USPTO patents (1976-2016). Task: Predict the product of the given reaction. (1) Given the reactants CC(C)([O-])C.[K+].[CH2:7]([O:14][C:15]1[CH:16]=[C:17]([CH:31]=[CH:32][CH:33]=1)[C:18]([NH:20][C:21]1[CH:26]=[CH:25][CH:24]=[CH:23][C:22]=1[S:27]([NH2:30])(=[O:29])=[O:28])=[O:19])[C:8]1[CH:13]=[CH:12][CH:11]=[CH:10][CH:9]=1.[C:34](Cl)(=[O:41])[C:35]1[CH:40]=[CH:39][CH:38]=[CH:37][CH:36]=1.[Cl-].[NH4+], predict the reaction product. The product is: [CH2:7]([O:14][C:15]1[CH:16]=[C:17]([CH:31]=[CH:32][CH:33]=1)[C:18]([NH:20][C:21]1[CH:26]=[CH:25][CH:24]=[CH:23][C:22]=1[S:27]([NH:30][C:34](=[O:41])[C:35]1[CH:40]=[CH:39][CH:38]=[CH:37][CH:36]=1)(=[O:29])=[O:28])=[O:19])[C:8]1[CH:9]=[CH:10][CH:11]=[CH:12][CH:13]=1. (2) Given the reactants [CH3:1][N:2]1[CH:6]=[CH:5][N:4]=[CH:3]1.[CH2:7]([I:10])[CH2:8][CH3:9], predict the reaction product. The product is: [I-:10].[CH3:1][N+:2]1[CH:6]=[CH:5][N:4]([CH2:7][CH2:8][CH3:9])[CH:3]=1. (3) Given the reactants Br[C:2]1[CH:3]=[C:4]2[C:8](=[C:9]([C:11]([O:13][CH3:14])=[O:12])[CH:10]=1)[NH:7][CH:6]=[CH:5]2.CN1CCCC1=O.[CH3:22][S:23]([O-:25])=[O:24].[Na+], predict the reaction product. The product is: [CH3:22][S:23]([C:2]1[CH:3]=[C:4]2[C:8](=[C:9]([C:11]([O:13][CH3:14])=[O:12])[CH:10]=1)[NH:7][CH:6]=[CH:5]2)(=[O:25])=[O:24].